Dataset: Full USPTO retrosynthesis dataset with 1.9M reactions from patents (1976-2016). Task: Predict the reactants needed to synthesize the given product. The reactants are: C[O:2][C:3](=[O:24])[C:4]1[CH:9]=[C:8]([C:10]2[S:11][CH:12]=[C:13]([C:15]3[CH:20]=[CH:19][C:18]([Cl:21])=[C:17]([Cl:22])[CH:16]=3)[N:14]=2)[CH:7]=[CH:6][C:5]=1Br.[C:25]([C:28]1[CH:29]=[CH:30][C:31]([Cl:37])=[C:32](B(O)O)[CH:33]=1)(=[O:27])[CH3:26]. Given the product [C:25]([C:28]1[CH:29]=[CH:30][C:31]([Cl:37])=[C:32]([C:5]2[C:4]([C:3]([OH:2])=[O:24])=[CH:9][C:8]([C:10]3[S:11][CH:12]=[C:13]([C:15]4[CH:20]=[CH:19][C:18]([Cl:21])=[C:17]([Cl:22])[CH:16]=4)[N:14]=3)=[CH:7][CH:6]=2)[CH:33]=1)(=[O:27])[CH3:26], predict the reactants needed to synthesize it.